Task: Predict which catalyst facilitates the given reaction.. Dataset: Catalyst prediction with 721,799 reactions and 888 catalyst types from USPTO (1) Reactant: [C:1]1(B(O)O)[CH:6]=[CH:5][CH:4]=[CH:3][CH:2]=1.[C:10]([O:14][C:15]([N:17]1[CH2:23][CH2:22][C:21]2[N:24]=[N:25][C:26](Cl)=[CH:27][C:20]=2[CH2:19][CH2:18]1)=[O:16])([CH3:13])([CH3:12])[CH3:11]. Product: [C:10]([O:14][C:15]([N:17]1[CH2:23][CH2:22][C:21]2[N:24]=[N:25][C:26]([C:1]3[CH:6]=[CH:5][CH:4]=[CH:3][CH:2]=3)=[CH:27][C:20]=2[CH2:19][CH2:18]1)=[O:16])([CH3:13])([CH3:11])[CH3:12]. The catalyst class is: 38. (2) Reactant: [Si]([O:8][CH2:9][C:10]1[C:15]2[NH:16][C:17](=[O:39])[CH:18]([NH:28]C(=O)OCC3C=CC=CC=3)[N:19]=[C:20]([C:21]3[CH:26]=[CH:25][CH:24]=[C:23]([F:27])[CH:22]=3)[C:14]=2[CH:13]=[CH:12][CH:11]=1)(C(C)(C)C)(C)C.CC(O)=O.CCOCC. Product: [NH2:28][CH:18]1[C:17](=[O:39])[NH:16][C:15]2[C:10]([CH2:9][OH:8])=[CH:11][CH:12]=[CH:13][C:14]=2[C:20]([C:21]2[CH:26]=[CH:25][CH:24]=[C:23]([F:27])[CH:22]=2)=[N:19]1. The catalyst class is: 201. (3) Reactant: [C:1]([C:5]1[CH:10]=[CH:9][C:8]([NH:11][C:12](=[O:27])[C:13]2[CH:18]=[CH:17][C:16]([C:19]3[C:24]([CH:25]=O)=[CH:23][CH:22]=[CH:21][N:20]=3)=[CH:15][CH:14]=2)=[CH:7][CH:6]=1)([CH3:4])([CH3:3])[CH3:2].[NH:28]1[CH2:32][CH2:31][CH2:30][CH2:29]1.CC(O)=O. Product: [C:1]([C:5]1[CH:10]=[CH:9][C:8]([NH:11][C:12](=[O:27])[C:13]2[CH:18]=[CH:17][C:16]([C:19]3[C:24]([CH2:25][N:28]4[CH2:32][CH2:31][CH2:30][CH2:29]4)=[CH:23][CH:22]=[CH:21][N:20]=3)=[CH:15][CH:14]=2)=[CH:7][CH:6]=1)([CH3:4])([CH3:3])[CH3:2]. The catalyst class is: 68. (4) Reactant: CCN(C(C)C)C(C)C.CCN=C=NCCCN(C)C.C1C=CC2N(O)N=NC=2C=1.FC(F)(F)C(O)=O.[Cl:38][CH2:39][CH2:40][CH2:41]/[C:42](=[CH:46]\[C:47]1[CH:52]=[CH:51][C:50]([N:53]2[CH:57]=[C:56]([CH3:58])[N:55]=[CH:54]2)=[C:49]([F:59])[CH:48]=1)/[C:43]([OH:45])=O.Cl.[NH2:61][C@H:62]([C:66]1[CH:71]=[CH:70][C:69]([F:72])=[C:68]([F:73])[CH:67]=1)[C@H:63]([OH:65])[CH3:64]. Product: [F:73][C:68]1[CH:67]=[C:66]([C@@H:62]([NH:61][C:43](=[O:45])/[C:42](=[CH:46]/[C:47]2[CH:52]=[CH:51][C:50]([N:53]3[CH:57]=[C:56]([CH3:58])[N:55]=[CH:54]3)=[C:49]([F:59])[CH:48]=2)/[CH2:41][CH2:40][CH2:39][Cl:38])[C@H:63]([OH:65])[CH3:64])[CH:71]=[CH:70][C:69]=1[F:72]. The catalyst class is: 39. (5) Reactant: Cl[C:2]1[CH:9]=[CH:8][C:7]([N+:10]([O-:12])=[O:11])=[CH:6][C:3]=1[CH:4]=O.C([O-])([O-])=O.[K+].[K+].[CH2:19]([O:21][C:22](=[O:25])[CH2:23][SH:24])[CH3:20].O. Product: [CH2:19]([O:21][C:22]([C:23]1[S:24][C:2]2[CH:9]=[CH:8][C:7]([N+:10]([O-:12])=[O:11])=[CH:6][C:3]=2[CH:4]=1)=[O:25])[CH3:20]. The catalyst class is: 3. (6) Reactant: C(OC([N:8]1[CH2:13][CH2:12][N:11]([CH2:14][CH2:15][NH:16][C:17]2[CH:22]=[CH:21][N:20]=[C:19]3[O:23][C:24]([C:32]4[CH:37]=[CH:36][C:35]([O:38][CH2:39][CH2:40][N:41]5[CH2:46][CH2:45][O:44][CH2:43][CH2:42]5)=[CH:34][CH:33]=4)=[C:25]([C:26]4[CH:31]=[CH:30][CH:29]=[CH:28][CH:27]=4)[C:18]=23)[CH2:10][CH2:9]1)=O)(C)(C)C.FC(F)(F)C(O)=O. Product: [N:41]1([CH2:40][CH2:39][O:38][C:35]2[CH:36]=[CH:37][C:32]([C:24]3[O:23][C:19]4[N:20]=[CH:21][CH:22]=[C:17]([NH:16][CH2:15][CH2:14][N:11]5[CH2:12][CH2:13][NH:8][CH2:9][CH2:10]5)[C:18]=4[C:25]=3[C:26]3[CH:27]=[CH:28][CH:29]=[CH:30][CH:31]=3)=[CH:33][CH:34]=2)[CH2:46][CH2:45][O:44][CH2:43][CH2:42]1. The catalyst class is: 4. (7) Reactant: [CH3:1][O:2][C:3]1[CH:8]=[CH:7][C:6]([CH:9]2[CH2:14][CH2:13][O:12][CH2:11][CH2:10]2)=[CH:5][C:4]=1[NH2:15].[C:16]([N:24]=[C:25]=[S:26])(=[O:23])[C:17]1[CH:22]=[CH:21][CH:20]=[CH:19][CH:18]=1. Product: [C:16]([NH:24][C:25]([NH:15][C:4]1[CH:5]=[C:6]([CH:9]2[CH2:14][CH2:13][O:12][CH2:11][CH2:10]2)[CH:7]=[CH:8][C:3]=1[O:2][CH3:1])=[S:26])(=[O:23])[C:17]1[CH:22]=[CH:21][CH:20]=[CH:19][CH:18]=1. The catalyst class is: 21.